From a dataset of Full USPTO retrosynthesis dataset with 1.9M reactions from patents (1976-2016). Predict the reactants needed to synthesize the given product. Given the product [NH2:1][CH2:4][C@@H:5]([C:7]1[C:16]2[C:11](=[C:12]([O:17][CH2:18][C:19]3[CH:24]=[CH:23][CH:22]=[CH:21][CH:20]=3)[CH:13]=[CH:14][CH:15]=2)[NH:10][C:9](=[O:25])[CH:8]=1)[OH:6], predict the reactants needed to synthesize it. The reactants are: [N:1]([CH2:4][C@@H:5]([C:7]1[C:16]2[C:11](=[C:12]([O:17][CH2:18][C:19]3[CH:24]=[CH:23][CH:22]=[CH:21][CH:20]=3)[CH:13]=[CH:14][CH:15]=2)[NH:10][C:9](=[O:25])[CH:8]=1)[OH:6])=[N+]=[N-].C1COCC1.